From a dataset of Reaction yield outcomes from USPTO patents with 853,638 reactions. Predict the reaction yield, written as a fraction of the theoretical maximum amount of product (1.0 means a 100% yield; for example, 0.34 means a 34% yield). (1) The reactants are [H-].[Na+].[OH:3][CH:4]([CH2:8][C:9]#[N:10])[CH2:5][C:6]#[N:7].S(OC)(O[CH3:15])(=O)=O. The catalyst is O1CCCC1. The product is [CH3:15][O:3][CH:4]([CH2:8][C:9]#[N:10])[CH2:5][C:6]#[N:7]. The yield is 0.820. (2) The reactants are [CH3:1][C:2]1[CH:3]=[C:4]([Mg]Br)[CH:5]=[CH:6][CH:7]=1.[N:10]12[CH2:17][CH2:16][C:13]([C:18]([O:20]CC)=O)([CH2:14][CH2:15]1)[CH2:12][CH2:11]2. The catalyst is C1COCC1. The product is [N:10]12[CH2:11][CH2:12][C:13]([C:18]([C:6]3[CH:5]=[CH:4][CH:3]=[C:2]([CH3:1])[CH:7]=3)([C:6]3[CH:5]=[CH:4][CH:3]=[C:2]([CH3:1])[CH:7]=3)[OH:20])([CH2:14][CH2:15]1)[CH2:16][CH2:17]2. The yield is 0.694.